Dataset: Full USPTO retrosynthesis dataset with 1.9M reactions from patents (1976-2016). Task: Predict the reactants needed to synthesize the given product. (1) Given the product [ClH:52].[ClH:52].[ClH:52].[CH2:1]([C:3]1[C:11]2[C:6](=[CH:7][CH:8]=[CH:9][C:10]=2[NH:12][C:13]([C:15]2[N:19]3[CH:20]=[CH:21][CH:22]=[CH:23][C:18]3=[N:17][CH:16]=2)=[O:14])[N:5]([CH2:24][C:25]2[CH:29]=[CH:28][N:27]([CH2:30][CH2:31][N:32]3[CH2:33][CH2:34][NH:35][CH2:36][CH2:37]3)[N:26]=2)[N:4]=1)[CH3:2], predict the reactants needed to synthesize it. The reactants are: [CH2:1]([C:3]1[C:11]2[C:6](=[CH:7][CH:8]=[CH:9][C:10]=2[NH:12][C:13]([C:15]2[N:19]3[CH:20]=[CH:21][CH:22]=[CH:23][C:18]3=[N:17][CH:16]=2)=[O:14])[N:5]([CH2:24][C:25]2[CH:29]=[CH:28][N:27]([CH2:30][CH2:31][N:32]3[CH2:37][CH2:36][N:35](C(OC(C)(C)C)=O)[CH2:34][CH2:33]3)[N:26]=2)[N:4]=1)[CH3:2].FC(F)(F)C(O)=O.[Cl:52]CCl. (2) Given the product [Br:17][C:12]1[CH:11]=[CH:10][C:9]2[N:8]([CH2:18][CH:19]([O:30][CH3:31])[CH2:20][NH:21][C:22]3[CH:27]=[CH:26][CH:25]=[C:24]([O:28][CH3:29])[CH:23]=3)[C:7]3[C:15]([C:14]=2[CH:13]=1)=[CH:16][C:4]([Br:3])=[CH:5][CH:6]=3, predict the reactants needed to synthesize it. The reactants are: [H-].[Na+].[Br:3][C:4]1[CH:5]=[CH:6][C:7]2[N:8]([CH2:18][CH:19]([OH:30])[CH2:20][NH:21][C:22]3[CH:27]=[CH:26][CH:25]=[C:24]([O:28][CH3:29])[CH:23]=3)[C:9]3[C:14]([C:15]=2[CH:16]=1)=[CH:13][C:12]([Br:17])=[CH:11][CH:10]=3.[CH3:31]I. (3) Given the product [CH3:18][O:17][C:15]1[CH:14]=[CH:13][C:12]([NH2:19])=[C:11]([CH2:10][CH2:9][C:7]2[CH:8]=[C:3]([O:2][CH3:1])[CH:4]=[CH:5][C:6]=2[NH2:22])[CH:16]=1, predict the reactants needed to synthesize it. The reactants are: [CH3:1][O:2][C:3]1[CH:4]=[CH:5][C:6]([N+:22]([O-])=O)=[C:7]([CH2:9][CH2:10][C:11]2[CH:16]=[C:15]([O:17][CH3:18])[CH:14]=[CH:13][C:12]=2[N+:19]([O-])=O)[CH:8]=1.O.NN. (4) Given the product [Br:20][CH2:12][C:11]1[CH:10]=[CH:9][C:4]([C:5]([O:7][CH3:8])=[O:6])=[CH:3][C:2]=1[Cl:1], predict the reactants needed to synthesize it. The reactants are: [Cl:1][C:2]1[CH:3]=[C:4]([CH:9]=[CH:10][C:11]=1[CH3:12])[C:5]([O:7][CH3:8])=[O:6].C1C(=O)N([Br:20])C(=O)C1.CC(N=NC(C#N)(C)C)(C#N)C. (5) Given the product [F:23][C:2]([F:1])([F:22])[C:3]1[CH:4]=[C:5]([CH:15]=[C:16]([C:18]([F:21])([F:20])[F:19])[CH:17]=1)[CH2:6][N:7]([C:8]1[N:13]=[CH:12][C:11]([Br:14])=[CH:10][N:9]=1)[CH2:27][C:28]1[CH:33]=[C:32]([C:34]([F:35])([F:37])[F:36])[CH:31]=[CH:30][C:29]=1[F:38], predict the reactants needed to synthesize it. The reactants are: [F:1][C:2]([F:23])([F:22])[C:3]1[CH:4]=[C:5]([CH:15]=[C:16]([C:18]([F:21])([F:20])[F:19])[CH:17]=1)[CH2:6][NH:7][C:8]1[N:13]=[CH:12][C:11]([Br:14])=[CH:10][N:9]=1.[H-].[Na+].Br[CH2:27][C:28]1[CH:33]=[C:32]([C:34]([F:37])([F:36])[F:35])[CH:31]=[CH:30][C:29]=1[F:38].O. (6) Given the product [NH2:36][C@@H:20]([CH2:21][C:22]1[CH:23]=[CH:24][C:25]([C:28]2[CH:33]=[CH:32][CH:31]=[C:30]([O:34][CH3:35])[N:29]=2)=[CH:26][CH:27]=1)[CH2:19][C@H:18]([OH:47])[C@@H:17]([NH:16][C:14](=[O:15])[C@@H:13]([N:10]1[CH2:11][CH2:12][N:8]([CH2:1][C:2]2[CH:7]=[CH:6][CH:5]=[CH:4][CH:3]=2)[C:9]1=[O:59])[C:55]([CH3:58])([CH3:57])[CH3:56])[CH2:48][C:49]1[CH:54]=[CH:53][CH:52]=[CH:51][CH:50]=1, predict the reactants needed to synthesize it. The reactants are: [CH2:1]([N:8]1[CH2:12][CH2:11][N:10]([C@@H:13]([C:55]([CH3:58])([CH3:57])[CH3:56])[C:14]([NH:16][C@@H:17]([CH2:48][C:49]2[CH:54]=[CH:53][CH:52]=[CH:51][CH:50]=2)[C@@H:18]([OH:47])[CH2:19][C@@H:20]([NH:36]C(=O)OCC2C=CC=CC=2)[CH2:21][C:22]2[CH:27]=[CH:26][C:25]([C:28]3[CH:33]=[CH:32][CH:31]=[C:30]([O:34][CH3:35])[N:29]=3)=[CH:24][CH:23]=2)=[O:15])[C:9]1=[O:59])[C:2]1[CH:7]=[CH:6][CH:5]=[CH:4][CH:3]=1. (7) Given the product [F:27][C:25]([F:26])([F:28])[C:23]1[CH:22]=[CH:21][C:20]([O:29][CH2:30][C:31]2[C:32]([F:38])=[CH:33][CH:34]=[CH:35][C:36]=2[F:37])=[C:19]([C:14]2[N:13]([C:9]3[N:8]=[C:7]([C:6]([OH:39])=[O:5])[CH:12]=[CH:11][CH:10]=3)[C:17]([CH3:18])=[CH:16][CH:15]=2)[CH:24]=1, predict the reactants needed to synthesize it. The reactants are: FC1C=CC=C(F)C=1C[O:5][C:6](=[O:39])[C:7]1[CH:12]=[CH:11][CH:10]=[C:9]([N:13]2[C:17]([CH3:18])=[CH:16][CH:15]=[C:14]2[C:19]2[CH:24]=[C:23]([C:25]([F:28])([F:27])[F:26])[CH:22]=[CH:21][C:20]=2[O:29][CH2:30][C:31]2[C:36]([F:37])=[CH:35][CH:34]=[CH:33][C:32]=2[F:38])[N:8]=1.[OH-].[Na+].Cl. (8) The reactants are: [Br:1][C:2]1[CH:3]=[CH:4][C:5]([OH:11])=[C:6]([C:8](=O)[CH3:9])[CH:7]=1.[C:12]1([NH:18]N)[CH:17]=[CH:16][CH:15]=[CH:14][CH:13]=1.O. Given the product [Br:1][C:2]1[CH:3]=[CH:4][C:5]([OH:11])=[C:6]([C:8]2[NH:18][C:12]3[C:17]([CH:9]=2)=[CH:16][CH:15]=[CH:14][CH:13]=3)[CH:7]=1, predict the reactants needed to synthesize it. (9) Given the product [Cl:28][C:11]1[CH:10]=[C:9]([Cl:29])[CH:8]=[C:7]2[C:12]=1[C:13]([O:15][CH2:16][C:17](=[O:27])[NH:18][C:19]1[CH:24]=[CH:23][CH:22]=[C:21]([O:25][CH3:26])[CH:20]=1)=[CH:14][C:5]([C:3]([OH:4])=[O:2])=[CH:6]2, predict the reactants needed to synthesize it. The reactants are: C[O:2][C:3]([C:5]1[CH:14]=[C:13]([O:15][CH2:16][C:17](=[O:27])[NH:18][C:19]2[CH:24]=[CH:23][CH:22]=[C:21]([O:25][CH3:26])[CH:20]=2)[C:12]2[C:7](=[CH:8][C:9]([Cl:29])=[CH:10][C:11]=2[Cl:28])[CH:6]=1)=[O:4].[Li+].[OH-]. (10) The reactants are: [OH:1][C:2]1[CH:3]=[CH:4][C:5]([C:8]([O:10][CH3:11])=[O:9])=[N:6][CH:7]=1.[CH2:12](O)[C:13]#[C:14][CH3:15].C1(P(C2C=CC=CC=2)C2C=CC=CC=2)C=CC=CC=1.N(C(OC(C)C)=O)=NC(OC(C)C)=O. Given the product [CH2:12]([O:1][C:2]1[CH:3]=[CH:4][C:5]([C:8]([O:10][CH3:11])=[O:9])=[N:6][CH:7]=1)[C:13]#[C:14][CH3:15], predict the reactants needed to synthesize it.